This data is from Forward reaction prediction with 1.9M reactions from USPTO patents (1976-2016). The task is: Predict the product of the given reaction. Given the reactants [CH2:1]([O:3][C:4]([C:6]1[C:10]2[CH:11]=[CH:12][C:13]([OH:15])=[CH:14][C:9]=2[O:8][CH:7]=1)=[O:5])[CH3:2].C(N(CC)CC)C.[F:23][C:24]([F:37])([F:36])[S:25](O[S:25]([C:24]([F:37])([F:36])[F:23])(=[O:27])=[O:26])(=[O:27])=[O:26], predict the reaction product. The product is: [CH2:1]([O:3][C:4]([C:6]1[C:10]2[CH:11]=[CH:12][C:13]([O:15][S:25]([C:24]([F:37])([F:36])[F:23])(=[O:27])=[O:26])=[CH:14][C:9]=2[O:8][CH:7]=1)=[O:5])[CH3:2].